Dataset: CYP2D6 inhibition data for predicting drug metabolism from PubChem BioAssay. Task: Regression/Classification. Given a drug SMILES string, predict its absorption, distribution, metabolism, or excretion properties. Task type varies by dataset: regression for continuous measurements (e.g., permeability, clearance, half-life) or binary classification for categorical outcomes (e.g., BBB penetration, CYP inhibition). Dataset: cyp2d6_veith. (1) The compound is NC(=S)Nc1cccc2cccnc12. The result is 0 (non-inhibitor). (2) The result is 0 (non-inhibitor). The compound is COc1ccc(Oc2ccccc2C=O)cc1. (3) The compound is COc1ccc(C(=O)Nc2n[nH]c(-c3ccncc3)n2)cc1. The result is 1 (inhibitor).